Dataset: NCI-60 drug combinations with 297,098 pairs across 59 cell lines. Task: Regression. Given two drug SMILES strings and cell line genomic features, predict the synergy score measuring deviation from expected non-interaction effect. (1) Drug 1: C1=NC2=C(N=C(N=C2N1C3C(C(C(O3)CO)O)F)Cl)N. Drug 2: CS(=O)(=O)CCNCC1=CC=C(O1)C2=CC3=C(C=C2)N=CN=C3NC4=CC(=C(C=C4)OCC5=CC(=CC=C5)F)Cl. Cell line: NCI-H460. Synergy scores: CSS=-4.00, Synergy_ZIP=1.29, Synergy_Bliss=-2.33, Synergy_Loewe=-4.11, Synergy_HSA=-4.25. (2) Drug 1: C1=NC2=C(N=C(N=C2N1C3C(C(C(O3)CO)O)F)Cl)N. Drug 2: C1=NNC2=C1C(=O)NC=N2. Cell line: HCT116. Synergy scores: CSS=4.47, Synergy_ZIP=-2.93, Synergy_Bliss=-9.40, Synergy_Loewe=-20.8, Synergy_HSA=-7.36. (3) Drug 1: CC1OCC2C(O1)C(C(C(O2)OC3C4COC(=O)C4C(C5=CC6=C(C=C35)OCO6)C7=CC(=C(C(=C7)OC)O)OC)O)O. Drug 2: COC1=C2C(=CC3=C1OC=C3)C=CC(=O)O2. Cell line: BT-549. Synergy scores: CSS=27.9, Synergy_ZIP=1.60, Synergy_Bliss=0.655, Synergy_Loewe=-13.3, Synergy_HSA=-0.149. (4) Drug 1: CS(=O)(=O)C1=CC(=C(C=C1)C(=O)NC2=CC(=C(C=C2)Cl)C3=CC=CC=N3)Cl. Drug 2: C1=NC2=C(N=C(N=C2N1C3C(C(C(O3)CO)O)O)F)N. Cell line: SF-268. Synergy scores: CSS=2.73, Synergy_ZIP=1.63, Synergy_Bliss=3.25, Synergy_Loewe=-0.194, Synergy_HSA=-0.0747. (5) Cell line: T-47D. Drug 1: CNC(=O)C1=NC=CC(=C1)OC2=CC=C(C=C2)NC(=O)NC3=CC(=C(C=C3)Cl)C(F)(F)F. Synergy scores: CSS=-3.71, Synergy_ZIP=-0.636, Synergy_Bliss=-4.19, Synergy_Loewe=-5.50, Synergy_HSA=-7.14. Drug 2: CS(=O)(=O)OCCCCOS(=O)(=O)C. (6) Drug 1: CC(C)(C#N)C1=CC(=CC(=C1)CN2C=NC=N2)C(C)(C)C#N. Drug 2: CC=C1C(=O)NC(C(=O)OC2CC(=O)NC(C(=O)NC(CSSCCC=C2)C(=O)N1)C(C)C)C(C)C. Cell line: 786-0. Synergy scores: CSS=13.9, Synergy_ZIP=-3.08, Synergy_Bliss=0.776, Synergy_Loewe=-1.32, Synergy_HSA=1.15. (7) Drug 1: CCN(CC)CCCC(C)NC1=C2C=C(C=CC2=NC3=C1C=CC(=C3)Cl)OC. Drug 2: CC1C(C(CC(O1)OC2CC(CC3=C2C(=C4C(=C3O)C(=O)C5=CC=CC=C5C4=O)O)(C(=O)C)O)N)O. Cell line: MDA-MB-435. Synergy scores: CSS=52.1, Synergy_ZIP=-4.80, Synergy_Bliss=-4.74, Synergy_Loewe=-20.1, Synergy_HSA=-2.27. (8) Drug 1: C1=CC(=CC=C1CCCC(=O)O)N(CCCl)CCCl. Drug 2: CCC1(CC2CC(C3=C(CCN(C2)C1)C4=CC=CC=C4N3)(C5=C(C=C6C(=C5)C78CCN9C7C(C=CC9)(C(C(C8N6C=O)(C(=O)OC)O)OC(=O)C)CC)OC)C(=O)OC)O.OS(=O)(=O)O. Cell line: SK-MEL-28. Synergy scores: CSS=24.1, Synergy_ZIP=-11.4, Synergy_Bliss=-2.34, Synergy_Loewe=-5.84, Synergy_HSA=-2.50. (9) Drug 1: CS(=O)(=O)OCCCCOS(=O)(=O)C. Drug 2: CC1C(C(CC(O1)OC2CC(CC3=C2C(=C4C(=C3O)C(=O)C5=CC=CC=C5C4=O)O)(C(=O)C)O)N)O. Cell line: HOP-92. Synergy scores: CSS=49.8, Synergy_ZIP=6.70, Synergy_Bliss=7.71, Synergy_Loewe=-23.4, Synergy_HSA=10.3. (10) Drug 1: CN1C2=C(C=C(C=C2)N(CCCl)CCCl)N=C1CCCC(=O)O.Cl. Drug 2: C(CC(=O)O)C(=O)CN.Cl. Cell line: UACC62. Synergy scores: CSS=-0.615, Synergy_ZIP=1.62, Synergy_Bliss=2.56, Synergy_Loewe=1.14, Synergy_HSA=-0.623.